From a dataset of Full USPTO retrosynthesis dataset with 1.9M reactions from patents (1976-2016). Predict the reactants needed to synthesize the given product. (1) Given the product [OH:16][C:13]1[CH:14]=[CH:15][C:10]([C:7]2[C:6]3[CH:21]=[CH:22][C:3]([OH:2])=[CH:4][C:5]=3[O:9][N:8]=2)=[CH:11][C:12]=1[CH2:18][CH2:19][CH3:20], predict the reactants needed to synthesize it. The reactants are: C[O:2][C:3]1[CH:22]=[CH:21][C:6]2[C:7]([C:10]3[CH:15]=[CH:14][C:13]([O:16]C)=[C:12]([CH2:18][CH2:19][CH3:20])[CH:11]=3)=[N:8][O:9][C:5]=2[CH:4]=1.Cl.N1C=CC=CC=1.Cl. (2) Given the product [CH3:1][O:2][C:3]([C:5]1[C:6](=[O:17])[S:7][C:8]2[C:13]([C:14]=1[OH:15])=[CH:12][C:11]([C:23]1[CH:24]=[CH:25][C:20]([O:19][CH3:18])=[CH:21][CH:22]=1)=[CH:10][CH:9]=2)=[O:4], predict the reactants needed to synthesize it. The reactants are: [CH3:1][O:2][C:3]([C:5]1[C:6](=[O:17])[S:7][C:8]2[C:13]([C:14]=1[OH:15])=[CH:12][C:11](Br)=[CH:10][CH:9]=2)=[O:4].[CH3:18][O:19][C:20]1[CH:25]=[CH:24][C:23](B(O)O)=[CH:22][CH:21]=1. (3) Given the product [CH2:1]([O:3][C:4](=[O:14])[O:5][C:6]1[CH:11]=[C:10]([N+:15]([O-:17])=[O:16])[C:9]([F:12])=[CH:8][C:7]=1[Cl:13])[CH3:2], predict the reactants needed to synthesize it. The reactants are: [CH2:1]([O:3][C:4](=[O:14])[O:5][C:6]1[CH:11]=[CH:10][C:9]([F:12])=[CH:8][C:7]=1[Cl:13])[CH3:2].[N+:15]([O-])([OH:17])=[O:16].